Dataset: M1 muscarinic receptor agonist screen with 61,833 compounds. Task: Binary Classification. Given a drug SMILES string, predict its activity (active/inactive) in a high-throughput screening assay against a specified biological target. (1) The molecule is Clc1cc2nc3C4(C(C(CC4)(c3nc2cc1Cl)C(=O)Nc1noc(c1)C)(C)C)C. The result is 0 (inactive). (2) The compound is S(CC(=O)NCC1OCCC1)c1ncnc2n(nnc12)c1ccc(F)cc1. The result is 0 (inactive). (3) The molecule is O=C(Nc1ccc(cc1)C(OCC)=O)CN1CCc2c(C1)cccc2. The result is 0 (inactive). (4) The drug is S(=O)(=O)(N(CC(=O)N1CCc2c(C1)cccc2)c1ccc(OC)cc1)c1c(n(nc1C)C)C. The result is 0 (inactive).